The task is: Regression. Given a peptide amino acid sequence and an MHC pseudo amino acid sequence, predict their binding affinity value. This is MHC class II binding data.. This data is from Peptide-MHC class II binding affinity with 134,281 pairs from IEDB. (1) The peptide sequence is LGAVYRYKKLKEMSA. The MHC is HLA-DPA10201-DPB10101 with pseudo-sequence HLA-DPA10201-DPB10101. The binding affinity (normalized) is 0.158. (2) The peptide sequence is AAFKVAATAANAAPA. The MHC is HLA-DQA10501-DQB10301 with pseudo-sequence HLA-DQA10501-DQB10301. The binding affinity (normalized) is 0.614. (3) The peptide sequence is PIVNRNGEVIGLYGN. The MHC is DRB4_0103 with pseudo-sequence DRB4_0103. The binding affinity (normalized) is 0.362.